This data is from Full USPTO retrosynthesis dataset with 1.9M reactions from patents (1976-2016). The task is: Predict the reactants needed to synthesize the given product. (1) Given the product [F:35][C:2]([F:1])([F:34])[C:3]1[CH:4]=[C:5]([C:13]([CH3:33])([CH3:32])[C:14]([N:16]([C:18]2[C:23]([C:24]3[CH:29]=[CH:28][CH:27]=[CH:26][C:25]=3[CH3:30])=[CH:22][C:21]([Cl:31])=[N+:20]([O-:44])[CH:19]=2)[CH3:17])=[O:15])[CH:6]=[C:7]([C:9]([F:11])([F:10])[F:12])[CH:8]=1, predict the reactants needed to synthesize it. The reactants are: [F:1][C:2]([F:35])([F:34])[C:3]1[CH:4]=[C:5]([C:13]([CH3:33])([CH3:32])[C:14]([N:16]([C:18]2[CH:19]=[N:20][C:21]([Cl:31])=[CH:22][C:23]=2[C:24]2[CH:29]=[CH:28][CH:27]=[CH:26][C:25]=2[CH3:30])[CH3:17])=[O:15])[CH:6]=[C:7]([C:9]([F:12])([F:11])[F:10])[CH:8]=1.C1C=C(Cl)C=C(C(OO)=[O:44])C=1.[OH-].[Na+]. (2) Given the product [Si:1]([O:8][CH2:9][CH:10]([O:25][CH2:36][O:37][CH3:38])[CH2:11][N:12]1[C:21]2[C:16](=[CH:17][CH:18]=[C:19]([O:22][CH3:23])[CH:20]=2)[N:15]=[CH:14][C:13]1=[O:24])([C:4]([CH3:7])([CH3:5])[CH3:6])([CH3:3])[CH3:2], predict the reactants needed to synthesize it. The reactants are: [Si:1]([O:8][CH2:9][CH:10]([OH:25])[CH2:11][N:12]1[C:21]2[C:16](=[CH:17][CH:18]=[C:19]([O:22][CH3:23])[CH:20]=2)[N:15]=[CH:14][C:13]1=[O:24])([C:4]([CH3:7])([CH3:6])[CH3:5])([CH3:3])[CH3:2].C(N(CC)C(C)C)(C)C.Cl[CH2:36][O:37][CH3:38].